Dataset: Reaction yield outcomes from USPTO patents with 853,638 reactions. Task: Predict the reaction yield, written as a fraction of the theoretical maximum amount of product (1.0 means a 100% yield; for example, 0.34 means a 34% yield). (1) The reactants are [CH2:1]([O:3][C:4](=[O:28])[CH2:5][N:6]([C@@H:20]1[CH2:26][CH2:25][CH2:24][CH2:23][C:22](=[O:27])[CH2:21]1)[S:7]([C:10]1[CH:19]=[CH:18][C:17]2[C:12](=[CH:13][CH:14]=[CH:15][CH:16]=2)[CH:11]=1)(=[O:9])=[O:8])[CH3:2].[BH4-].[Na+]. The catalyst is O1CCCC1CCO. The product is [CH2:1]([O:3][C:4](=[O:28])[CH2:5][N:6]([C@@H:20]1[CH2:26][CH2:25][CH2:24][CH2:23][CH:22]([OH:27])[CH2:21]1)[S:7]([C:10]1[CH:19]=[CH:18][C:17]2[C:12](=[CH:13][CH:14]=[CH:15][CH:16]=2)[CH:11]=1)(=[O:8])=[O:9])[CH3:2]. The yield is 0.850. (2) The reactants are [NH2:1][C:2]1[CH:20]=[CH:19][CH:18]=[CH:17][C:3]=1[C:4]([NH:6][C:7]1[N:8]=[CH:9][C:10]2[C:15]([CH:16]=1)=[CH:14][CH:13]=[CH:12][CH:11]=2)=[O:5].CO.[Br:23][C:24]1[CH:29]=[CH:28][C:27]([CH:30]=O)=[CH:26][N:25]=1.C([BH3-])#N.[Na+]. The product is [Br:23][C:24]1[N:25]=[CH:26][C:27]([CH2:30][NH:1][C:2]2[CH:20]=[CH:19][CH:18]=[CH:17][C:3]=2[C:4]([NH:6][C:7]2[N:8]=[CH:9][C:10]3[C:15]([CH:16]=2)=[CH:14][CH:13]=[CH:12][CH:11]=3)=[O:5])=[CH:28][CH:29]=1. The yield is 0.570. The catalyst is C(O)(=O)C. (3) The reactants are [Br:1][C:2]1[C:3]([CH3:12])=[C:4]([CH:9]=[CH:10][CH:11]=1)[C:5]([O:7][CH3:8])=[O:6].C(OOC(=O)C1C=CC=CC=1)(=O)C1C=CC=CC=1.C1C(=O)N([Br:38])C(=O)C1. The catalyst is C1C=CC=CC=1. The product is [Br:1][C:2]1[C:3]([CH2:12][Br:38])=[C:4]([CH:9]=[CH:10][CH:11]=1)[C:5]([O:7][CH3:8])=[O:6]. The yield is 1.00. (4) The reactants are [Li+].C[Si]([N-][Si](C)(C)C)(C)C.[CH3:11][O:12][C:13]1[CH:14]=[C:15]2[C:20](=[CH:21][CH:22]=1)[C:19](=[O:23])[CH2:18][CH2:17][CH2:16]2.CN(P(N(C)C)(N(C)C)=O)C.[CH2:35](Br)[CH:36]=[CH2:37]. The catalyst is C1COCC1. The product is [CH2:37]([CH:18]1[CH2:17][CH2:16][C:15]2[C:20](=[CH:21][CH:22]=[C:13]([O:12][CH3:11])[CH:14]=2)[C:19]1=[O:23])[CH:36]=[CH2:35]. The yield is 0.450. (5) The reactants are [NH2:1][C:2]1[CH:3]=[C:4]([C:8]2[CH2:9][CH2:10][N:11]([C:14]([O:16][C:17]([CH3:20])([CH3:19])[CH3:18])=[O:15])[CH2:12][CH:13]=2)[CH:5]=[CH:6][CH:7]=1. The catalyst is C(O)C.[Pd]. The product is [NH2:1][C:2]1[CH:3]=[C:4]([CH:8]2[CH2:9][CH2:10][N:11]([C:14]([O:16][C:17]([CH3:20])([CH3:19])[CH3:18])=[O:15])[CH2:12][CH2:13]2)[CH:5]=[CH:6][CH:7]=1. The yield is 0.840. (6) The reactants are [OH:1][NH:2][C:3]([C:5]1[CH:6]=[CH:7][C:8]2[O:12][C:11]([CH3:13])=[CH:10][C:9]=2[CH:14]=1)=[NH:4].[CH2:15]([O:17][C:18]1[CH:19]=[C:20]([CH:24]=[CH:25][C:26]=1[O:27][CH2:28][CH3:29])[C:21](O)=O)[CH3:16].ONC(=N)C1C=CC(OC(C)C)=C(I)C=1.ClC1C=C(C=CC=1OCCC)C(O)=O. No catalyst specified. The product is [CH2:15]([O:17][C:18]1[CH:19]=[C:20]([C:21]2[O:1][N:2]=[C:3]([C:5]3[CH:6]=[CH:7][C:8]4[O:12][C:11]([CH3:13])=[CH:10][C:9]=4[CH:14]=3)[N:4]=2)[CH:24]=[CH:25][C:26]=1[O:27][CH2:28][CH3:29])[CH3:16]. The yield is 0.0600. (7) The reactants are NC1C=CC(C#N)=NC=1N.ClC1C=C(C=CC=1Cl)[O:15]C1C=CC(C=O)=CC=1.CN(C)C(=O)C.[Cl:34][C:35]1[CH:36]=[C:37]([CH:56]=[CH:57][C:58]=1[Cl:59])[O:38][C:39]1[CH:44]=[CH:43][C:42]([C:45]2[NH:46][C:47]3[C:48]([N:55]=2)=[N:49][C:50]([C:53]#[N:54])=[CH:51][CH:52]=3)=[CH:41][CH:40]=1. The catalyst is O.[OH-].[Na+]. The product is [Cl:34][C:35]1[CH:36]=[C:37]([CH:56]=[CH:57][C:58]=1[Cl:59])[O:38][C:39]1[CH:44]=[CH:43][C:42]([C:45]2[NH:46][C:47]3[C:48]([N:55]=2)=[N:49][C:50]([C:53]([NH2:54])=[O:15])=[CH:51][CH:52]=3)=[CH:41][CH:40]=1. The yield is 0.940. (8) The reactants are C([C@H]([C@@H](C(OC(C)C)=O)O)O)(OC(C)C)=[O:2].C(OO)(C)(C)C.[F:23][C:24]1[CH:25]=[C:26]([CH:31]=[CH:32][CH:33]=1)/[CH:27]=[CH:28]/[CH2:29][OH:30].[OH-].[Na+].[Cl-].[Na+]. The catalyst is ClCCl.CC(C)[O-].[Ti+4].CC(C)[O-].CC(C)[O-].CC(C)[O-].C(OCC)C. The product is [F:23][C:24]1[CH:25]=[C:26]([C@H:27]2[O:2][C@@H:28]2[CH2:29][OH:30])[CH:31]=[CH:32][CH:33]=1. The yield is 0.900. (9) The reactants are [CH3:1][N:2]1[C:7](=[O:8])[CH:6]=[C:5]([Cl:9])[NH:4][C:3]1=[O:10].Br[CH2:12][C:13]1[CH:20]=[C:19]([F:21])[CH:18]=[CH:17][C:14]=1[C:15]#[N:16].C([O-])([O-])=O.[K+].[K+]. The catalyst is CS(C)=O.O. The product is [Cl:9][C:5]1[N:4]([CH2:12][C:13]2[CH:20]=[C:19]([F:21])[CH:18]=[CH:17][C:14]=2[C:15]#[N:16])[C:3](=[O:10])[N:2]([CH3:1])[C:7](=[O:8])[CH:6]=1. The yield is 0.600.